From a dataset of Forward reaction prediction with 1.9M reactions from USPTO patents (1976-2016). Predict the product of the given reaction. (1) Given the reactants [F:1][C:2]1[CH:9]=[CH:8][C:7]([N+:10]([O-:12])=[O:11])=[CH:6][C:3]=1[CH:4]=O.[CH3:13][NH:14][CH3:15], predict the reaction product. The product is: [CH3:13][N:14]([CH3:15])[CH2:4][C:3]1[CH:6]=[C:7]([N+:10]([O-:12])=[O:11])[CH:8]=[CH:9][C:2]=1[F:1]. (2) Given the reactants [NH2:1][C:2]1[C:11]2[CH:10]=[CH:9][CH:8]=[C:7](Br)[C:6]=2[N:5]=[C:4]2[CH2:13][N:14]([CH2:17][CH3:18])[C:15](=[O:16])[C:3]=12.[F:19][C:20]1[CH:25]=[CH:24][CH:23]=[C:22]([O:26][CH3:27])[C:21]=1B(O)O, predict the reaction product. The product is: [NH2:1][C:2]1[C:11]2[CH:10]=[CH:9][CH:8]=[C:7]([C:21]3[C:22]([O:26][CH3:27])=[CH:23][CH:24]=[CH:25][C:20]=3[F:19])[C:6]=2[N:5]=[C:4]2[CH2:13][N:14]([CH2:17][CH3:18])[C:15](=[O:16])[C:3]=12. (3) Given the reactants [H-].[Na+].[C:3]([C:7]1[N:11]([CH2:12][CH:13]2[CH2:18][CH2:17][CH2:16][CH2:15][CH2:14]2)[C:10]2[CH:19]=[CH:20][C:21]([NH:23][S:24]([C:27]3[CH:32]=[CH:31][CH:30]=[CH:29][CH:28]=3)(=[O:26])=[O:25])=[CH:22][C:9]=2[N:8]=1)([CH3:6])([CH3:5])[CH3:4].[CH3:33]I, predict the reaction product. The product is: [CH:13]1([CH2:12][N:11]2[C:10]3[CH:19]=[CH:20][C:21]([N:23]([CH3:33])[S:24]([C:27]4[CH:32]=[CH:31][CH:30]=[CH:29][CH:28]=4)(=[O:26])=[O:25])=[CH:22][C:9]=3[N:8]=[C:7]2[C:3]([CH3:6])([CH3:4])[CH3:5])[CH2:18][CH2:17][CH2:16][CH2:15][CH2:14]1. (4) Given the reactants CC1C=CC(C(NC2C=CC(CN3CCN(C)CC3)=[C:26]([C:28]([F:31])([F:30])[F:29])C=2)=[O:20])=CC=1C#CC1N2N=CC=CC2=NC=1.Cl.[O:41]1CCCC1, predict the reaction product. The product is: [F:29][C:28]([F:31])([F:30])[CH2:26][OH:41].[F:29][C:28]([F:31])([F:30])[CH2:26][OH:41].[OH2:20]. (5) Given the reactants C([O:8][C:9]1[C:14](=[O:15])[CH:13]=[C:12]([CH2:16][C:17]([F:20])([F:19])[F:18])[N:11]([CH3:21])[C:10]=1[CH3:22])C1C=CC=CC=1, predict the reaction product. The product is: [OH:8][C:9]1[C:14](=[O:15])[CH:13]=[C:12]([CH2:16][C:17]([F:20])([F:18])[F:19])[N:11]([CH3:21])[C:10]=1[CH3:22]. (6) Given the reactants [Cl:1][C:2]1[N:3]=[CH:4][N:5]([C:7]2[C:12]([O:13][CH3:14])=[CH:11][C:10]([N+:15]([O-])=O)=[CH:9][C:8]=2[F:18])[CH:6]=1.[Cl-].[NH4+], predict the reaction product. The product is: [Cl:1][C:2]1[N:3]=[CH:4][N:5]([C:7]2[C:12]([O:13][CH3:14])=[CH:11][C:10]([NH2:15])=[CH:9][C:8]=2[F:18])[CH:6]=1. (7) Given the reactants Br[C:2]1[CH:3]=[C:4]2[C:9](=[CH:10][CH:11]=1)[N:8]=[C:7]([O:12][CH3:13])[C:6]([CH2:14][N:15]1[CH2:20][CH2:19][CH:18]([F:21])[CH2:17][CH2:16]1)=[C:5]2[Cl:22].[CH3:23][C:24]1[C:29]([C:30]([C:32]2[N:36]([CH3:37])[N:35]=[N:34][CH:33]=2)=[O:31])=[CH:28][CH:27]=[C:26]([CH3:38])[N:25]=1, predict the reaction product. The product is: [Cl:22][C:5]1[C:4]2[C:9](=[CH:10][CH:11]=[C:2]([C:30]([C:29]3[C:24]([CH3:23])=[N:25][C:26]([CH3:38])=[CH:27][CH:28]=3)([C:32]3[N:36]([CH3:37])[N:35]=[N:34][CH:33]=3)[OH:31])[CH:3]=2)[N:8]=[C:7]([O:12][CH3:13])[C:6]=1[CH2:14][N:15]1[CH2:20][CH2:19][CH:18]([F:21])[CH2:17][CH2:16]1. (8) Given the reactants [CH2:1]=[CH:2][CH3:3].[CH:4]1[CH:9]=[CH:8][CH:7]=[CH:6][CH:5]=1, predict the reaction product. The product is: [CH:2]([C:4]1[CH:9]=[CH:8][CH:7]=[CH:6][CH:5]=1)([CH3:3])[CH3:1].